Dataset: Full USPTO retrosynthesis dataset with 1.9M reactions from patents (1976-2016). Task: Predict the reactants needed to synthesize the given product. (1) The reactants are: [C:1]1([S:7](Cl)(=[O:9])=[O:8])[CH:6]=[CH:5][CH:4]=[CH:3][CH:2]=1.[N+:11]([C:14]1[CH:15]=[C:16]([CH:18]=[CH:19][CH:20]=1)[NH2:17])([O-:13])=[O:12].Cl. Given the product [N+:11]([C:14]1[CH:15]=[C:16]([NH:17][S:7]([C:1]2[CH:6]=[CH:5][CH:4]=[CH:3][CH:2]=2)(=[O:9])=[O:8])[CH:18]=[CH:19][CH:20]=1)([O-:13])=[O:12], predict the reactants needed to synthesize it. (2) Given the product [Cl:1][C:2]1[CH:7]=[CH:6][C:5]2[C:8]3([CH2:23][O:24][C:4]=2[CH:3]=1)[C:16]1[C:11](=[CH:12][CH:13]=[CH:14][CH:15]=1)[N:10]([CH2:17][C:18]([O:20][CH3:21])=[O:19])[C:9]3=[O:22], predict the reactants needed to synthesize it. The reactants are: [Cl:1][C:2]1[CH:7]=[CH:6][C:5]([C:8]2([CH2:23][OH:24])[C:16]3[C:11](=[CH:12][CH:13]=[CH:14][CH:15]=3)[N:10]([CH2:17][C:18]([O:20][CH3:21])=[O:19])[C:9]2=[O:22])=[C:4](O)[CH:3]=1.ClC1C=CC(Cl)=C2C=1C(C1C(O)=CC3OCOC=3C=1)(CO)C(=O)N2CCCCC. (3) Given the product [C:1]([O:5][C:6]([N:8]1[CH2:12][C@H:11]([F:13])[C@@H:10]([OH:14])[C@H:9]1[C:15](=[O:17])[NH:23][CH2:22][C:21]1[CH:24]=[CH:25][CH:26]=[C:19]([Cl:18])[C:20]=1[F:27])=[O:7])([CH3:2])([CH3:3])[CH3:4], predict the reactants needed to synthesize it. The reactants are: [C:1]([O:5][C:6]([N:8]1[CH2:12][C@H:11]([F:13])[C@@H:10]([OH:14])[C@H:9]1[C:15]([OH:17])=O)=[O:7])([CH3:4])([CH3:3])[CH3:2].[Cl:18][C:19]1[C:20]([F:27])=[C:21]([CH:24]=[CH:25][CH:26]=1)[CH2:22][NH2:23].CCCP(=O)=O.CCN(C(C)C)C(C)C.